The task is: Regression. Given a peptide amino acid sequence and an MHC pseudo amino acid sequence, predict their binding affinity value. This is MHC class I binding data.. This data is from Peptide-MHC class I binding affinity with 185,985 pairs from IEDB/IMGT. (1) The peptide sequence is SGLPGIFIV. The MHC is HLA-A02:03 with pseudo-sequence HLA-A02:03. The binding affinity (normalized) is 0.0847. (2) The binding affinity (normalized) is 0.0847. The MHC is HLA-B08:03 with pseudo-sequence HLA-B08:03. The peptide sequence is RRWIAPHPL. (3) The peptide sequence is IIMRCWLCWK. The MHC is HLA-A31:01 with pseudo-sequence HLA-A31:01. The binding affinity (normalized) is 0.753. (4) The peptide sequence is GDDYVYLPY. The MHC is HLA-A01:01 with pseudo-sequence HLA-A01:01. The binding affinity (normalized) is 0.267. (5) The peptide sequence is WQRSWEYW. The MHC is Mamu-B52 with pseudo-sequence Mamu-B52. The binding affinity (normalized) is 0.535. (6) The peptide sequence is LRIVIYIVQ. The MHC is HLA-B27:05 with pseudo-sequence HLA-B27:05. The binding affinity (normalized) is 0.197. (7) The peptide sequence is MVFQNYALY. The MHC is HLA-B27:05 with pseudo-sequence HLA-B27:05. The binding affinity (normalized) is 0.0847.